From a dataset of Catalyst prediction with 721,799 reactions and 888 catalyst types from USPTO. Predict which catalyst facilitates the given reaction. (1) Reactant: [Cl:1][C:2]1[CH:7]=[CH:6][C:5]([CH:8]([NH:20][C:21]2[CH:26]=[C:25]([CH3:27])[C:24](=[O:28])[N:23]([CH3:29])[CH:22]=2)[C:9]2[C:10]([C:17]([OH:19])=O)=[N:11][N:12]([CH:14]3[CH2:16][CH2:15]3)[CH:13]=2)=[CH:4][CH:3]=1. Product: [Cl:1][C:2]1[CH:3]=[CH:4][C:5]([CH:8]2[C:9]3[C:10](=[N:11][N:12]([CH:14]4[CH2:15][CH2:16]4)[CH:13]=3)[C:17](=[O:19])[N:20]2[C:21]2[CH:26]=[C:25]([CH3:27])[C:24](=[O:28])[N:23]([CH3:29])[CH:22]=2)=[CH:6][CH:7]=1. The catalyst class is: 61. (2) Reactant: [C:1]([O-])(=O)C.[NH4+:5].[CH3:6][CH:7]([CH3:14])[C:8](=O)[CH2:9][C:10]([O-:12])=[O:11]. Product: [NH2:5][C:8]([CH:7]([CH3:14])[CH3:6])=[CH:9][C:10]([O:12][CH3:1])=[O:11]. The catalyst class is: 5. (3) Reactant: [OH:1][CH2:2][CH:3]1[CH2:8][CH2:7][N:6]([C:9]([O:11][CH:12]([CH3:14])[CH3:13])=[O:10])[CH2:5][CH2:4]1.CCN(CC)CC.[CH3:22][S:23](Cl)(=[O:25])=[O:24]. Product: [CH3:22][S:23]([O:1][CH2:2][CH:3]1[CH2:8][CH2:7][N:6]([C:9]([O:11][CH:12]([CH3:14])[CH3:13])=[O:10])[CH2:5][CH2:4]1)(=[O:25])=[O:24]. The catalyst class is: 2. (4) Reactant: C[O:2][C:3]1[C:8]2[N:9]=[C:10]([NH:12][C:13]([C:15]3[S:16][C:17]([CH3:20])=[CH:18][CH:19]=3)=[O:14])[S:11][C:7]=2[C:6]([C:21]2[CH:26]=[CH:25][CH:24]=[CH:23][CH:22]=2)=[CH:5][CH:4]=1.B(Br)(Br)Br. Product: [OH:2][C:3]1[C:8]2[N:9]=[C:10]([NH:12][C:13]([C:15]3[S:16][C:17]([CH3:20])=[CH:18][CH:19]=3)=[O:14])[S:11][C:7]=2[C:6]([C:21]2[CH:26]=[CH:25][CH:24]=[CH:23][CH:22]=2)=[CH:5][CH:4]=1. The catalyst class is: 13. (5) Product: [Cl:13][C:11]1[CH:10]=[CH:9][C:8]([O:14][CH:15]2[CH2:18][CH2:17][CH2:16]2)=[C:7]([CH:12]=1)[CH:6]=[O:22]. Reactant: C(/N=[CH:6]/[C:7]1[CH:12]=[C:11]([Cl:13])[CH:10]=[CH:9][C:8]=1[O:14][CH:15]1[CH2:18][CH2:17][CH2:16]1)(C)(C)C.C1C[O:22]CC1. The catalyst class is: 33.